From a dataset of Catalyst prediction with 721,799 reactions and 888 catalyst types from USPTO. Predict which catalyst facilitates the given reaction. (1) Reactant: [Br:1][C:2]1[CH:7]=[CH:6][C:5]([C:8]([C:10]2[CH:15]=[CH:14][CH:13]=[CH:12][N:11]=2)=[O:9])=[CH:4][CH:3]=1.[F:16][C:17]([Si](C)(C)C)([F:19])[F:18].[F-].C([N+](CCCC)(CCCC)CCCC)CCC. Product: [Br:1][C:2]1[CH:7]=[CH:6][C:5]([C:8]([C:10]2[CH:15]=[CH:14][CH:13]=[CH:12][N:11]=2)([OH:9])[C:17]([F:19])([F:18])[F:16])=[CH:4][CH:3]=1. The catalyst class is: 1. (2) Reactant: [Cl-].O[NH3+:3].[C:4](=[O:7])([O-])[OH:5].[Na+].CS(C)=O.[CH3:13][C:14]1[N:15]([CH2:39][C:40]2[C:48]3[C:43](=[CH:44][CH:45]=[CH:46][CH:47]=3)[N:42]([CH3:49])[N:41]=2)[C:16](=[O:38])[C:17]([CH2:23][C:24]2[CH:29]=[CH:28][C:27]([C:30]3[C:31]([C:36]#[N:37])=[CH:32][CH:33]=[CH:34][CH:35]=3)=[CH:26][CH:25]=2)=[C:18]([CH2:20][CH2:21][CH3:22])[N:19]=1. Product: [CH3:13][C:14]1[N:15]([CH2:39][C:40]2[C:48]3[C:43](=[CH:44][CH:45]=[CH:46][CH:47]=3)[N:42]([CH3:49])[N:41]=2)[C:16](=[O:38])[C:17]([CH2:23][C:24]2[CH:29]=[CH:28][C:27]([C:30]3[CH:35]=[CH:34][CH:33]=[CH:32][C:31]=3[C:36]3[NH:3][C:4](=[O:7])[O:5][N:37]=3)=[CH:26][CH:25]=2)=[C:18]([CH2:20][CH2:21][CH3:22])[N:19]=1. The catalyst class is: 13. (3) Reactant: [OH:1][C:2]1[CH:3]=[C:4]2[C:9](=[CH:10][CH:11]=1)[CH:8]=[C:7]([C:12]#[C:13][CH2:14][CH2:15][NH:16][C:17](=[O:26])[O:18][CH2:19][C:20]1[CH:25]=[CH:24][CH:23]=[CH:22][CH:21]=1)[CH:6]=[CH:5]2.[O:27]1[CH2:29][CH:28]1[CH2:30][OH:31].C(N(CC)CC)C. Product: [OH:27][CH:28]([CH2:30][OH:31])[CH2:29][O:1][C:2]1[CH:3]=[C:4]2[C:9](=[CH:10][CH:11]=1)[CH:8]=[C:7]([C:12]#[C:13][CH2:14][CH2:15][NH:16][C:17](=[O:26])[O:18][CH2:19][C:20]1[CH:21]=[CH:22][CH:23]=[CH:24][CH:25]=1)[CH:6]=[CH:5]2. The catalyst class is: 14.